Task: Predict the reactants needed to synthesize the given product.. Dataset: Full USPTO retrosynthesis dataset with 1.9M reactions from patents (1976-2016) (1) Given the product [CH3:21][O:1][C:2]1[CH:11]=[C:10]2[C:5]([C:6](=[O:20])[C:7]([C:12]3[CH:17]=[CH:16][CH:15]=[C:14]([O:18][CH3:19])[CH:13]=3)=[CH:8][O:9]2)=[CH:4][CH:3]=1, predict the reactants needed to synthesize it. The reactants are: [OH:1][C:2]1[CH:11]=[C:10]2[C:5]([C:6](=[O:20])[C:7]([C:12]3[CH:17]=[CH:16][CH:15]=[C:14]([O:18][CH3:19])[CH:13]=3)=[CH:8][O:9]2)=[CH:4][CH:3]=1.[C:21](=O)([O-])[O-].[K+].[K+].S(OC)(OC)(=O)=O. (2) Given the product [CH3:20][O:21][C:22]1[CH:29]=[CH:28][C:25]([CH2:26][N:12]2[C:11]3[CH:16]=[CH:17][CH:18]=[CH:19][C:10]=3[C:9]([C:3]3[CH:4]=[CH:5][CH:6]=[CH:7][CH:8]=3)=[N:15][CH2:14][CH2:13]2)=[CH:24][CH:23]=1, predict the reactants needed to synthesize it. The reactants are: [H-].[Na+].[C:3]1([C:9]2[C:10]3[CH:19]=[CH:18][CH:17]=[CH:16][C:11]=3[NH:12][CH2:13][CH2:14][N:15]=2)[CH:8]=[CH:7][CH:6]=[CH:5][CH:4]=1.[CH3:20][O:21][C:22]1[CH:29]=[CH:28][C:25]([CH2:26]Cl)=[CH:24][CH:23]=1. (3) Given the product [Cl:1][C:2]1[CH:7]=[CH:6][C:5]([C:8]2([C:11]3[C:20]([OH:21])=[C:19]([C:22]([OH:24])=[O:23])[C:18]4[C:13](=[C:14]([CH3:26])[CH:15]=[CH:16][CH:17]=4)[N:12]=3)[CH2:9][CH2:10]2)=[CH:4][CH:3]=1, predict the reactants needed to synthesize it. The reactants are: [Cl:1][C:2]1[CH:7]=[CH:6][C:5]([C:8]2([C:11]3[C:20]([OH:21])=[C:19]([C:22]([OH:24])=[O:23])[C:18]4[C:13](=[C:14]([CH3:26])[CH:15]=[C:16](C)[CH:17]=4)[N:12]=3)[CH2:10][CH2:9]2)=[CH:4][CH:3]=1.C(OCC(C1(C2C=CC(Cl)=CC=2)CC1)=O)(=O)C.